Dataset: Full USPTO retrosynthesis dataset with 1.9M reactions from patents (1976-2016). Task: Predict the reactants needed to synthesize the given product. (1) Given the product [Cl:24][C:5]1[CH:4]=[CH:3][C:2]([NH:1][C:31]([C:29]2[O:30][C:26]([F:25])=[CH:27][CH:28]=2)=[O:32])=[CH:7][C:6]=1[C:8]1[N:9]=[C:10]2[N:15]=[CH:14][C:13]([NH:16][C:17](=[O:22])[O:18][CH:19]([CH3:21])[CH3:20])=[CH:12][N:11]2[CH:23]=1, predict the reactants needed to synthesize it. The reactants are: [NH2:1][C:2]1[CH:3]=[CH:4][C:5]([Cl:24])=[C:6]([C:8]2[N:9]=[C:10]3[N:15]=[CH:14][C:13]([NH:16][C:17](=[O:22])[O:18][CH:19]([CH3:21])[CH3:20])=[CH:12][N:11]3[CH:23]=2)[CH:7]=1.[F:25][C:26]1[O:30][C:29]([C:31](O)=[O:32])=[CH:28][CH:27]=1.CN(C(ON1N=NC2C=CC=NC1=2)=[N+](C)C)C.F[P-](F)(F)(F)(F)F.CCN(C(C)C)C(C)C. (2) Given the product [CH3:1][N:2]1[CH2:3][CH2:4][N:5]([CH3:6])[CH:8]([C:13]2[CH:18]=[CH:17][C:16]([N+:19]([O-:21])=[O:20])=[CH:15][CH:14]=2)[C:9]1=[O:11], predict the reactants needed to synthesize it. The reactants are: [CH3:1][NH:2][CH2:3][CH2:4][NH:5][CH3:6].Br[CH:8]([C:13]1[CH:18]=[CH:17][C:16]([N+:19]([O-:21])=[O:20])=[CH:15][CH:14]=1)[C:9]([O:11]C)=O. (3) Given the product [F:32][C:30]1[CH:31]=[C:26]([C@H:24]([OH:25])[CH3:23])[CH:27]=[C:28]([F:34])[C:29]=1[F:33], predict the reactants needed to synthesize it. The reactants are: B(Cl)([C@@H]1[C@@H](C)[C@@H]2C(C)(C)[C@@H](C2)C1)[C@@H]1[C@@H](C)[C@@H]2C(C)(C)[C@@H](C2)C1.[CH3:23][C:24]([C:26]1[CH:31]=[C:30]([F:32])[C:29]([F:33])=[C:28]([F:34])[CH:27]=1)=[O:25]. (4) Given the product [F:35][C:31]1[CH:30]=[C:29]2[C:34]([C:26]([C:23]3[N:24]=[C:25]4[C:17]([C:15]([NH:14][C:11]([CH3:13])([CH2:10][CH2:9][OH:8])[CH3:12])=[O:16])=[CH:18][NH:19][C:20]4=[N:21][CH:22]=3)=[N:27][N:28]2[CH3:36])=[CH:33][CH:32]=1, predict the reactants needed to synthesize it. The reactants are: [Si]([O:8][CH2:9][CH2:10][C:11]([NH:14][C:15]([C:17]1[C:25]2[C:20](=[N:21][CH:22]=[C:23]([C:26]3[C:34]4[C:29](=[CH:30][C:31]([F:35])=[CH:32][CH:33]=4)[N:28]([CH3:36])[N:27]=3)[N:24]=2)[NH:19][CH:18]=1)=[O:16])([CH3:13])[CH3:12])(C(C)(C)C)(C)C.